This data is from Full USPTO retrosynthesis dataset with 1.9M reactions from patents (1976-2016). The task is: Predict the reactants needed to synthesize the given product. (1) The reactants are: [BH4-].[Na+].[Cl:3][C:4]1[C:5]([F:25])=[C:6]([NH:10][C:11]2[C:20]3[C:15](=[CH:16][C:17]([O:23][CH3:24])=[C:18]([CH:21]=[O:22])[CH:19]=3)[N:14]=[CH:13][N:12]=2)[CH:7]=[CH:8][CH:9]=1. Given the product [Cl:3][C:4]1[C:5]([F:25])=[C:6]([NH:10][C:11]2[C:20]3[C:15](=[CH:16][C:17]([O:23][CH3:24])=[C:18]([CH2:21][OH:22])[CH:19]=3)[N:14]=[CH:13][N:12]=2)[CH:7]=[CH:8][CH:9]=1, predict the reactants needed to synthesize it. (2) The reactants are: [N+:1]([C:4]1[CH:5]=[C:6]([CH2:10][S:11]([CH2:14][CH2:15][OH:16])(=[O:13])=[O:12])[CH:7]=[CH:8][CH:9]=1)([O-])=O.[H][H]. Given the product [NH2:1][C:4]1[CH:5]=[C:6]([CH2:10][S:11]([CH2:14][CH2:15][OH:16])(=[O:13])=[O:12])[CH:7]=[CH:8][CH:9]=1, predict the reactants needed to synthesize it. (3) Given the product [F:19][C:20]1[CH:21]=[C:22]([NH:23][CH2:2][C:3]2([OH:1])[CH2:8][CH2:7][N:6]([C:9]([O:11][CH2:12][C:13]3[CH:18]=[CH:17][CH:16]=[CH:15][CH:14]=3)=[O:10])[CH2:5][CH2:4]2)[CH:24]=[CH:25][CH:26]=1, predict the reactants needed to synthesize it. The reactants are: [O:1]1[C:3]2([CH2:8][CH2:7][N:6]([C:9]([O:11][CH2:12][C:13]3[CH:18]=[CH:17][CH:16]=[CH:15][CH:14]=3)=[O:10])[CH2:5][CH2:4]2)[CH2:2]1.[F:19][C:20]1[CH:21]=[C:22]([CH:24]=[CH:25][CH:26]=1)[NH2:23].Cl([O-])(=O)(=O)=O.[Li+].